This data is from NCI-60 drug combinations with 297,098 pairs across 59 cell lines. The task is: Regression. Given two drug SMILES strings and cell line genomic features, predict the synergy score measuring deviation from expected non-interaction effect. Cell line: RXF 393. Synergy scores: CSS=0.639, Synergy_ZIP=1.28, Synergy_Bliss=-1.72, Synergy_Loewe=-5.09, Synergy_HSA=-5.02. Drug 2: CC1=C(C=C(C=C1)C(=O)NC2=CC(=CC(=C2)C(F)(F)F)N3C=C(N=C3)C)NC4=NC=CC(=N4)C5=CN=CC=C5. Drug 1: CNC(=O)C1=CC=CC=C1SC2=CC3=C(C=C2)C(=NN3)C=CC4=CC=CC=N4.